Dataset: Catalyst prediction with 721,799 reactions and 888 catalyst types from USPTO. Task: Predict which catalyst facilitates the given reaction. (1) Reactant: [Cl:1][C:2]1[CH:7]=[CH:6][C:5]([CH2:8][C:9]2[C:18]3[C:13](=[CH:14][CH:15]=[CH:16][CH:17]=3)[C:12](=[O:19])[N:11]([CH2:20][C@H:21]3[CH2:25][CH2:24][CH2:23][NH:22]3)[N:10]=2)=[CH:4][CH:3]=1.[C:26]([O:31][CH3:32])(=[O:30])[C:27]([CH3:29])=[CH2:28]. Product: [NH3:10].[Cl:1][C:2]1[CH:7]=[CH:6][C:5]([CH2:8][C:9]2[C:18]3[C:13](=[CH:14][CH:15]=[CH:16][CH:17]=3)[C:12](=[O:19])[N:11]([CH2:20][C@H:21]3[CH2:25][CH2:24][CH2:23][N:22]3[CH2:28][CH:27]([CH3:29])[C:26]([O:31][CH3:32])=[O:30])[N:10]=2)=[CH:4][CH:3]=1. The catalyst class is: 83. (2) Reactant: [CH3:1][O:2][C:3]1[CH:8]=[CH:7][C:6]([N+:9]([O-:11])=[O:10])=[CH:5][C:4]=1[N:12]([CH3:17])[C:13](=O)[CH2:14][CH3:15].B.CSC. Product: [CH3:1][O:2][C:3]1[CH:8]=[CH:7][C:6]([N+:9]([O-:11])=[O:10])=[CH:5][C:4]=1[N:12]([CH3:17])[CH2:13][CH2:14][CH3:15]. The catalyst class is: 1. (3) Reactant: [CH3:1][C:2]1[CH:3]=[C:4]2[C:8](=[CH:9][CH:10]=1)[NH:7][N:6]=[C:5]2[C:11]#[N:12].C(=O)([O-])[O-].[K+].[K+].Br[CH2:20][C:21]([O:23][C:24]([CH3:27])([CH3:26])[CH3:25])=[O:22].O. Product: [C:24]([O:23][C:21](=[O:22])[CH2:20][N:7]1[C:8]2[C:4](=[CH:3][C:2]([CH3:1])=[CH:10][CH:9]=2)[C:5]([C:11]#[N:12])=[N:6]1)([CH3:27])([CH3:26])[CH3:25]. The catalyst class is: 23. (4) Reactant: [CH3:1][N:2]1[C:6]([NH:7][C:8]2[N:9]=[CH:10][C:11]3[C:16]([CH:17]=2)=[CH:15][C:14]([C:18]([OH:20])=O)=[CH:13][CH:12]=3)=[CH:5][CH:4]=[N:3]1.[CH2:21]([N:28]1[CH2:32][C@@H:31]([C:33]2[CH:38]=[CH:37][C:36]([O:39][CH3:40])=[CH:35][CH:34]=2)[C@H:30]([NH2:41])[CH2:29]1)[C:22]1[CH:27]=[CH:26][CH:25]=[CH:24][CH:23]=1.CN(C(ON1N=NC2C=CC=NC1=2)=[N+](C)C)C.F[P-](F)(F)(F)(F)F. Product: [CH2:21]([N:28]1[CH2:32][C@@H:31]([C:33]2[CH:34]=[CH:35][C:36]([O:39][CH3:40])=[CH:37][CH:38]=2)[C@H:30]([NH:41][C:18]([C:14]2[CH:15]=[C:16]3[C:11](=[CH:12][CH:13]=2)[CH:10]=[N:9][C:8]([NH:7][C:6]2[N:2]([CH3:1])[N:3]=[CH:4][CH:5]=2)=[CH:17]3)=[O:20])[CH2:29]1)[C:22]1[CH:23]=[CH:24][CH:25]=[CH:26][CH:27]=1. The catalyst class is: 3.